This data is from Full USPTO retrosynthesis dataset with 1.9M reactions from patents (1976-2016). The task is: Predict the reactants needed to synthesize the given product. Given the product [CH:8]([O:11][C:12]([N:14]1[C:27]2[C:19](=[CH:20][C:21]3[CH2:22][CH2:23][CH2:24][C:25]=3[CH:26]=2)[CH:18]([N:28]([C:1](=[O:3])[CH3:2])[CH2:29][C:30]2[CH:31]=[C:32]([C:40]([F:43])([F:41])[F:42])[CH:33]=[C:34]([C:36]([F:37])([F:38])[F:39])[CH:35]=2)[CH2:17][CH2:16][CH2:15]1)=[O:13])([CH3:10])[CH3:9], predict the reactants needed to synthesize it. The reactants are: [C:1](OC(=O)C)(=[O:3])[CH3:2].[CH:8]([O:11][C:12]([N:14]1[C:27]2[C:19](=[CH:20][C:21]3[CH2:22][CH2:23][CH2:24][C:25]=3[CH:26]=2)[CH:18]([NH:28][CH2:29][C:30]2[CH:35]=[C:34]([C:36]([F:39])([F:38])[F:37])[CH:33]=[C:32]([C:40]([F:43])([F:42])[F:41])[CH:31]=2)[CH2:17][CH2:16][CH2:15]1)=[O:13])([CH3:10])[CH3:9].N1C=CC=CC=1.Cl.